This data is from Forward reaction prediction with 1.9M reactions from USPTO patents (1976-2016). The task is: Predict the product of the given reaction. Given the reactants [CH2:1]([C:5]1[CH:11]=[CH:10][C:8]([NH2:9])=[CH:7][CH:6]=1)[CH2:2][CH2:3][CH3:4].F[C:13]1[CH:18]=[CH:17][C:16]([N+:19]([O-:21])=[O:20])=[CH:15][CH:14]=1, predict the reaction product. The product is: [CH2:1]([C:5]1[CH:6]=[CH:7][C:8]([NH:9][C:13]2[CH:18]=[CH:17][C:16]([N+:19]([O-:21])=[O:20])=[CH:15][CH:14]=2)=[CH:10][CH:11]=1)[CH2:2][CH2:3][CH3:4].